Dataset: Full USPTO retrosynthesis dataset with 1.9M reactions from patents (1976-2016). Task: Predict the reactants needed to synthesize the given product. Given the product [C:2]([CH:3]([C:4](=[O:9])[CH2:5][CH2:6][CH2:7][CH3:8])[CH2:14][C:15]([O:17][CH2:18][CH3:19])=[O:16])(=[O:10])[CH3:1], predict the reactants needed to synthesize it. The reactants are: [CH3:1][C:2](=[O:10])[CH2:3][C:4](=[O:9])[CH2:5][CH2:6][CH2:7][CH3:8].[H-].[Na+].Br[CH2:14][C:15]([O:17][CH2:18][CH3:19])=[O:16].